This data is from Catalyst prediction with 721,799 reactions and 888 catalyst types from USPTO. The task is: Predict which catalyst facilitates the given reaction. Reactant: [CH3:1][O:2][C:3]1[CH:4]=[C:5]([S:11][C:12]2[CH:19]=[CH:18][CH:17]=[CH:16][C:13]=2[CH2:14]Br)[CH:6]=[C:7]([O:9][CH3:10])[CH:8]=1.[C-:20]#[N:21].[Na+]. Product: [CH3:1][O:2][C:3]1[CH:4]=[C:5]([S:11][C:12]2[CH:19]=[CH:18][CH:17]=[CH:16][C:13]=2[CH2:14][C:20]#[N:21])[CH:6]=[C:7]([O:9][CH3:10])[CH:8]=1. The catalyst class is: 148.